This data is from Catalyst prediction with 721,799 reactions and 888 catalyst types from USPTO. The task is: Predict which catalyst facilitates the given reaction. (1) Reactant: [CH3:1][O:2][C:3]1[CH:8]=[CH:7][N:6]([CH:9]([C:11]2([CH3:14])[CH2:13][CH2:12]2)[CH3:10])[C:5](=[O:15])[C:4]=1[C:16]#[N:17].[Br:18]N1C(=O)CCC1=O.CN(C)C=O. Product: [Br:18][C:8]1[C:3]([O:2][CH3:1])=[C:4]([C:16]#[N:17])[C:5](=[O:15])[N:6]([CH:9]([C:11]2([CH3:14])[CH2:12][CH2:13]2)[CH3:10])[CH:7]=1. The catalyst class is: 6. (2) Reactant: Cl.[C:2]([O:6][C:7]([C@@H:9]1[NH:14][CH2:13][C:12]2[O:15][CH:16]=[CH:17][C:11]=2[CH2:10]1)=[O:8])([CH3:5])([CH3:4])[CH3:3].[N:18]1[CH:23]=[CH:22][C:21]([C:24]2[O:25][C:26]3[CH:32]=[CH:31][C:30]([S:33](Cl)(=[O:35])=[O:34])=[CH:29][C:27]=3[CH:28]=2)=[CH:20][CH:19]=1. Product: [C:2]([O:6][C:7]([C@@H:9]1[N:14]([S:33]([C:30]2[CH:31]=[CH:32][C:26]3[O:25][C:24]([C:21]4[CH:20]=[CH:19][N:18]=[CH:23][CH:22]=4)=[CH:28][C:27]=3[CH:29]=2)(=[O:34])=[O:35])[CH2:13][C:12]2[O:15][CH:16]=[CH:17][C:11]=2[CH2:10]1)=[O:8])([CH3:5])([CH3:3])[CH3:4]. The catalyst class is: 17. (3) Reactant: [CH3:1][C:2]1[CH:11]=[CH:10][C:5]([O:6][CH2:7][C:8]#[N:9])=[CH:4][CH:3]=1.C[O-].[Na+].Cl.Cl.[NH2:17][C:18]1[C:23](N)=[CH:22][CH:21]=[CH:20][C:19]=1[OH:25]. Product: [OH:25][C:19]1[C:18]2[NH:17][C:8]([CH2:7][O:6][C:5]3[CH:10]=[CH:11][C:2]([CH3:1])=[CH:3][CH:4]=3)=[N:9][C:23]=2[CH:22]=[CH:21][CH:20]=1. The catalyst class is: 5. (4) Reactant: C[O:2][C:3]([C:5]1[C:6]([C:16]2[C:21]([F:22])=[CH:20][CH:19]=[CH:18][C:17]=2[F:23])=[N:7][O:8][C:9]=1[CH2:10][CH2:11][CH2:12][CH2:13][CH2:14][CH3:15])=[O:4].[OH-].[Na+].Cl. Product: [C:3]([C:5]1[C:6]([C:16]2[C:21]([F:22])=[CH:20][CH:19]=[CH:18][C:17]=2[F:23])=[N:7][O:8][C:9]=1[CH2:10][CH2:11][CH2:12][CH2:13][CH2:14][CH3:15])([OH:4])=[O:2]. The catalyst class is: 5. (5) Reactant: [CH2:1]([O:3][C:4]1[CH:5]=[C:6]([CH:10]=[CH:11][C:12]=1[N+:13]([O-:15])=[O:14])[C:7](O)=[O:8])[CH3:2].C(N(CC)CC)C.ClC(OCC)=O.O.[NH2:30][NH2:31]. Product: [CH2:1]([O:3][C:4]1[CH:5]=[C:6]([CH:10]=[CH:11][C:12]=1[N+:13]([O-:15])=[O:14])[C:7]([NH:30][NH2:31])=[O:8])[CH3:2]. The catalyst class is: 1. (6) Reactant: [Cl:1][C:2]1[CH:20]=[C:19]([Cl:21])[CH:18]=[CH:17][C:3]=1[CH2:4][N:5]([CH3:16])[CH2:6][C:7]([C:9]1[CH:14]=[CH:13][CH:12]=[C:11]([Br:15])[CH:10]=1)=[O:8].[BH4-].[Na+]. Product: [Br:15][C:11]1[CH:10]=[C:9]([CH:7]([OH:8])[CH2:6][N:5]([CH2:4][C:3]2[CH:17]=[CH:18][C:19]([Cl:21])=[CH:20][C:2]=2[Cl:1])[CH3:16])[CH:14]=[CH:13][CH:12]=1. The catalyst class is: 5.